This data is from NCI-60 drug combinations with 297,098 pairs across 59 cell lines. The task is: Regression. Given two drug SMILES strings and cell line genomic features, predict the synergy score measuring deviation from expected non-interaction effect. (1) Drug 1: C(=O)(N)NO. Drug 2: N.N.Cl[Pt+2]Cl. Cell line: SK-MEL-2. Synergy scores: CSS=64.3, Synergy_ZIP=1.16, Synergy_Bliss=-1.60, Synergy_Loewe=-17.6, Synergy_HSA=1.23. (2) Drug 1: COC1=CC(=CC(=C1O)OC)C2C3C(COC3=O)C(C4=CC5=C(C=C24)OCO5)OC6C(C(C7C(O6)COC(O7)C8=CC=CS8)O)O. Drug 2: CC1=C2C(C(=O)C3(C(CC4C(C3C(C(C2(C)C)(CC1OC(=O)C(C(C5=CC=CC=C5)NC(=O)C6=CC=CC=C6)O)O)OC(=O)C7=CC=CC=C7)(CO4)OC(=O)C)O)C)OC(=O)C. Cell line: OVCAR3. Synergy scores: CSS=30.5, Synergy_ZIP=-10.3, Synergy_Bliss=-7.51, Synergy_Loewe=-22.5, Synergy_HSA=-5.48. (3) Drug 1: CCC(=C(C1=CC=CC=C1)C2=CC=C(C=C2)OCCN(C)C)C3=CC=CC=C3.C(C(=O)O)C(CC(=O)O)(C(=O)O)O. Drug 2: CN(C(=O)NC(C=O)C(C(C(CO)O)O)O)N=O. Cell line: NCIH23. Synergy scores: CSS=-3.25, Synergy_ZIP=2.72, Synergy_Bliss=4.69, Synergy_Loewe=0.633, Synergy_HSA=-0.0667. (4) Drug 1: C1CCN(CC1)CCOC2=CC=C(C=C2)C(=O)C3=C(SC4=C3C=CC(=C4)O)C5=CC=C(C=C5)O. Drug 2: COCCOC1=C(C=C2C(=C1)C(=NC=N2)NC3=CC=CC(=C3)C#C)OCCOC.Cl. Cell line: TK-10. Synergy scores: CSS=30.1, Synergy_ZIP=-5.18, Synergy_Bliss=2.90, Synergy_Loewe=-7.51, Synergy_HSA=0.256. (5) Drug 1: C1=CC(=CC=C1C#N)C(C2=CC=C(C=C2)C#N)N3C=NC=N3. Drug 2: C1=NC2=C(N=C(N=C2N1C3C(C(C(O3)CO)O)O)F)N. Cell line: NCI-H226. Synergy scores: CSS=4.07, Synergy_ZIP=-3.05, Synergy_Bliss=-11.2, Synergy_Loewe=1.02, Synergy_HSA=-10.0. (6) Drug 1: CNC(=O)C1=CC=CC=C1SC2=CC3=C(C=C2)C(=NN3)C=CC4=CC=CC=N4. Drug 2: CN(C(=O)NC(C=O)C(C(C(CO)O)O)O)N=O. Cell line: SR. Synergy scores: CSS=60.0, Synergy_ZIP=2.12, Synergy_Bliss=0.127, Synergy_Loewe=-11.2, Synergy_HSA=2.23.